Task: Regression/Classification. Given a drug SMILES string, predict its toxicity properties. Task type varies by dataset: regression for continuous values (e.g., LD50, hERG inhibition percentage) or binary classification for toxic/non-toxic outcomes (e.g., AMES mutagenicity, cardiotoxicity, hepatotoxicity). Dataset: ld50_zhu.. Dataset: Acute oral toxicity (LD50) regression data from Zhu et al. (1) The molecule is CC(=O)OCCCc1ccccc1. The rat oral LD50 is 1.58, given as -log10 of the dose in mol/kg body weight (higher means more acutely toxic). (2) The compound is CCC(=O)c1ccc2c(c1)N(CCCN1CCN(C)CC1)c1ccccc1S2. The rat oral LD50 is 2.82, given as -log10 of the dose in mol/kg body weight (higher means more acutely toxic). (3) The drug is Nc1ccc(Cl)cc1. The rat oral LD50 is 2.61, given as -log10 of the dose in mol/kg body weight (higher means more acutely toxic). (4) The molecule is O=C1CCCN1c1cccc2cccnc12. The rat oral LD50 is 2.11, given as -log10 of the dose in mol/kg body weight (higher means more acutely toxic). (5) The drug is NC(=O)c1cc([N+](=O)[O-])cc([N+](=O)[O-])c1. The rat oral LD50 is 2.23, given as -log10 of the dose in mol/kg body weight (higher means more acutely toxic). (6) The drug is NCCN1CCNCC1. The rat oral LD50 is 1.78, given as -log10 of the dose in mol/kg body weight (higher means more acutely toxic). (7) The compound is OCCNCCc1ccccc1. The rat oral LD50 is 1.95, given as -log10 of the dose in mol/kg body weight (higher means more acutely toxic). (8) The compound is CCC1OC(=O)C(C)C(OC2CC(C)(OC)C(O)C(C)O2)C(C)C(OC2OC(C)CC(N(C)C)C2O)C(C)(O)CC(C)C(=O)C(C)C(O)C1(C)O. The rat oral LD50 is 2.20, given as -log10 of the dose in mol/kg body weight (higher means more acutely toxic). (9) The drug is CC[Si](N(C)C)(N(C)C)N(C)C. The rat oral LD50 is 2.25, given as -log10 of the dose in mol/kg body weight (higher means more acutely toxic).